Dataset: Forward reaction prediction with 1.9M reactions from USPTO patents (1976-2016). Task: Predict the product of the given reaction. (1) The product is: [CH3:20][N:21]1[C:30]2[C:25](=[CH:26][CH:27]=[CH:28][CH:29]=2)[N:24]=[C:23]([CH3:31])[C:22]1=[O:48]. Given the reactants O(CC1C(=O)NC2C(N=1)=CC=CC=2)C1C=CC=CC=1.[CH3:20][N:21]1[C:30]2[C:25](=[CH:26][CH:27]=[CH:28][CH:29]=2)[N:24]=[C:23]([CH2:31]OC2C=CC=CC=2C(NC2C=CC=CC=2)=O)[C:22]1=[O:48].CNC1C=CC=CC=1N.C(O)(=O)C(C)=O, predict the reaction product. (2) Given the reactants [ClH:1].Cl.[Br:3][C:4]1[CH:5]=[C:6]([CH:37]=[C:38]([C:40]([F:43])([F:42])[F:41])[CH:39]=1)[C:7]([N:9]([CH2:11][C@H:12]([C:30]1[CH:35]=[CH:34][C:33]([F:36])=[CH:32][CH:31]=1)[CH2:13][CH2:14][N:15]1[CH2:18][CH:17]([N:19]2[CH2:24][CH2:23][N:22]3[C:25](=[O:29])[CH2:26][CH2:27][CH2:28][CH:21]3[CH2:20]2)[CH2:16]1)[CH3:10])=[O:8].N1CC(N2CCN(C(C3CC3)=O)CC2)C1.C([BH3-])#N.[Na+], predict the reaction product. The product is: [ClH:1].[ClH:1].[Br:3][C:4]1[CH:5]=[C:6]([CH:37]=[C:38]([C:40]([F:43])([F:42])[F:41])[CH:39]=1)[C:7]([N:9]([CH2:11][C@H:12]([C:30]1[CH:35]=[CH:34][C:33]([F:36])=[CH:32][CH:31]=1)[CH2:13][CH2:14][N:15]1[CH2:16][CH:17]([N:19]2[CH2:20][CH2:21][N:22]([C:25]([CH:26]3[CH2:27][CH2:28]3)=[O:29])[CH2:23][CH2:24]2)[CH2:18]1)[CH3:10])=[O:8]. (3) Given the reactants O1[C:5]2([CH2:10][CH2:9][CH:8]([N:11]3[C:16](=[O:17])[C:15]([CH2:18][C:19]4[S:23][C:22]([C:24]5[CH:31]=[CH:30][CH:29]=[CH:28][C:25]=5[C:26]#[N:27])=[CH:21][CH:20]=4)=[C:14]([CH2:32][CH2:33][CH3:34])[N:13]4[N:35]=[CH:36][N:37]=[C:12]34)[CH2:7][CH2:6]2)[O:4]CC1.Cl.O1CCCC1, predict the reaction product. The product is: [OH:4][C@H:5]1[CH2:10][CH2:9][C@H:8]([N:11]2[C:16](=[O:17])[C:15]([CH2:18][C:19]3[S:23][C:22]([C:24]4[CH:31]=[CH:30][CH:29]=[CH:28][C:25]=4[C:26]#[N:27])=[CH:21][CH:20]=3)=[C:14]([CH2:32][CH2:33][CH3:34])[N:13]3[N:35]=[CH:36][N:37]=[C:12]23)[CH2:7][CH2:6]1. (4) Given the reactants [NH2:1][C:2]1[CH:3]=[C:4]2[C:9](=[C:10]([F:12])[CH:11]=1)[N:8]=[CH:7][C:6]([C:13]#[N:14])=[C:5]2[NH:15][C:16]1[CH:21]=[CH:20][C:19]([F:22])=[C:18]([Cl:23])[CH:17]=1.[CH3:24][N:25]1[CH:29]=[CH:28][N:27]=[C:26]1C=O.[BH3-]C#N.[Na+].[CH3:36][CH2:37]O, predict the reaction product. The product is: [Cl:23][C:18]1[CH:17]=[C:16]([NH:15][C:5]2[C:4]3[C:9](=[C:10]([F:12])[CH:11]=[C:2]([NH:1][CH2:29][C:28]4[N:27]=[CH:26][N:25]([CH3:24])[C:37]=4[CH3:36])[CH:3]=3)[N:8]=[CH:7][C:6]=2[C:13]#[N:14])[CH:21]=[CH:20][C:19]=1[F:22]. (5) Given the reactants C[O:2][C:3](=[O:13])[CH:4]=[CH:5][C:6]1[CH:7]=[N:8][C:9]([Br:12])=[CH:10][CH:11]=1.[OH-].[Na+].O.Cl, predict the reaction product. The product is: [Br:12][C:9]1[N:8]=[CH:7][C:6]([CH:5]=[CH:4][C:3]([OH:13])=[O:2])=[CH:11][CH:10]=1. (6) Given the reactants [CH3:1][C:2]([OH:7])([CH2:5][CH3:6])[C:3]#[CH:4].Br[C:9]1[N:14]=[C:13]2[N:15]([C@@H:21]3[C:29]4[C:24](=[CH:25][C:26]([C:30]5[CH:35]=[CH:34][CH:33]=[CH:32][C:31]=5[C:36]5[N:40](C(C6C=CC=CC=6)(C6C=CC=CC=6)C6C=CC=CC=6)[N:39]=[N:38][N:37]=5)=[CH:27][CH:28]=4)[CH2:23][CH2:22]3)[C:16]([CH2:18][CH2:19][CH3:20])=[N:17][C:12]2=[C:11]([CH3:60])[CH:10]=1, predict the reaction product. The product is: [NH:40]1[C:36]([C:31]2[CH:32]=[CH:33][CH:34]=[CH:35][C:30]=2[C:26]2[CH:25]=[C:24]3[C:29](=[CH:28][CH:27]=2)[C@@H:21]([N:15]2[C:13]4=[N:14][C:9]([CH2:4][CH2:3][C:2]([CH3:1])([OH:7])[CH2:5][CH3:6])=[CH:10][C:11]([CH3:60])=[C:12]4[N:17]=[C:16]2[CH2:18][CH2:19][CH3:20])[CH2:22][CH2:23]3)=[N:37][N:38]=[N:39]1.